This data is from Full USPTO retrosynthesis dataset with 1.9M reactions from patents (1976-2016). The task is: Predict the reactants needed to synthesize the given product. (1) The reactants are: C([O:5][C:6](=O)[C:7]1[CH:12]=[C:11]([C:13]2[CH:18]=[C:17]([S:19][CH2:20][CH2:21][C:22](=[O:30])[NH:23][CH2:24][CH2:25][O:26][CH2:27][CH2:28][NH2:29])[N:16]=[C:15]([NH2:31])[N:14]=2)[C:10]([CH3:32])=[CH:9][C:8]=1[CH3:33])(C)(C)C.FC(F)(F)C(O)=O.ON1C2C=CC=CC=2N=N1.C(N(C(C)C)CC)(C)C.Cl.C(N=C=NCCCN(C)C)C. Given the product [NH2:31][C:15]1[N:16]=[C:17]2[CH:18]=[C:13]([C:11]3[CH:12]=[C:7]([C:6](=[O:5])[NH:29][CH2:28][CH2:27][O:26][CH2:25][CH2:24][NH:23][C:22](=[O:30])[CH2:21][CH2:20][S:19]2)[C:8]([CH3:33])=[CH:9][C:10]=3[CH3:32])[N:14]=1, predict the reactants needed to synthesize it. (2) The reactants are: [C:1]([O:5][C@@H:6]([C:11]1[C:12](I)=[C:13]2[C:20]3[CH2:21][CH2:22][CH2:23][CH2:24][C:19]=3[S:18][C:14]2=[N:15][C:16]=1[CH3:17])[C:7]([O:9][CH3:10])=[O:8])([CH3:4])([CH3:3])[CH3:2].[F:26][C:27]1[CH:32]=[C:31]([CH3:33])[CH:30]=[CH:29][C:28]=1B1OC(C)(C)C(C)(C)O1. Given the product [C:1]([O:5][C@@H:6]([C:11]1[C:12]([C:28]2[CH:29]=[CH:30][C:31]([CH3:33])=[CH:32][C:27]=2[F:26])=[C:13]2[C:20]3[CH2:21][CH2:22][CH2:23][CH2:24][C:19]=3[S:18][C:14]2=[N:15][C:16]=1[CH3:17])[C:7]([O:9][CH3:10])=[O:8])([CH3:4])([CH3:3])[CH3:2], predict the reactants needed to synthesize it.